This data is from Forward reaction prediction with 1.9M reactions from USPTO patents (1976-2016). The task is: Predict the product of the given reaction. (1) Given the reactants C(OCC)C.Cl[C:7]1[N:12]=[C:11]([Cl:13])[C:10]([C:14]([F:17])([F:16])[F:15])=[CH:9][N:8]=1.[NH2:18][C:19]1[CH:20]=[N:21][N:22]([CH:24]2[CH2:29][CH2:28][N:27]([C:30]([O:32][C:33]([CH3:36])([CH3:35])[CH3:34])=[O:31])[CH2:26][CH2:25]2)[CH:23]=1.CCN(CC)CC, predict the reaction product. The product is: [Cl:13][C:11]1[C:10]([C:14]([F:17])([F:16])[F:15])=[CH:9][N:8]=[C:7]([NH:18][C:19]2[CH:20]=[N:21][N:22]([CH:24]3[CH2:25][CH2:26][N:27]([C:30]([O:32][C:33]([CH3:36])([CH3:35])[CH3:34])=[O:31])[CH2:28][CH2:29]3)[CH:23]=2)[N:12]=1. (2) Given the reactants [F:1][C:2]([F:23])([F:22])[C:3]1[C:4]2[N:5]([CH:19]=[CH:20][N:21]=2)[N:6]=[C:7]([C:9]2[CH:14]=[CH:13][C:12]([C:15]([F:18])([F:17])[F:16])=[CH:11][CH:10]=2)[CH:8]=1.[I:24]Cl, predict the reaction product. The product is: [I:24][C:19]1[N:5]2[N:6]=[C:7]([C:9]3[CH:14]=[CH:13][C:12]([C:15]([F:16])([F:17])[F:18])=[CH:11][CH:10]=3)[CH:8]=[C:3]([C:2]([F:1])([F:22])[F:23])[C:4]2=[N:21][CH:20]=1. (3) Given the reactants [CH3:1][N:2]1[C:6]([CH2:7][O:8][CH2:9][C:10]2[CH:11]=[C:12]([N:16]3[C:20]4[CH:21]=[CH:22][C:23]([CH:25]([OH:27])[CH3:26])=[CH:24][C:19]=4[N:18]=[CH:17]3)[CH:13]=[CH:14][CH:15]=2)=[N:5][CH:4]=[N:3]1.I[CH2:29][CH3:30], predict the reaction product. The product is: [CH2:29]([O:27][CH:25]([C:23]1[CH:22]=[CH:21][C:20]2[N:16]([C:12]3[CH:13]=[CH:14][CH:15]=[C:10]([CH2:9][O:8][CH2:7][C:6]4[N:2]([CH3:1])[N:3]=[CH:4][N:5]=4)[CH:11]=3)[CH:17]=[N:18][C:19]=2[CH:24]=1)[CH3:26])[CH3:30]. (4) The product is: [NH2:1][C:2]1[C:11]2[C:6](=[C:7]([C:27]3[CH:26]=[CH:25][CH:24]=[C:23]([S:20]([CH3:19])(=[O:22])=[O:21])[CH:28]=3)[CH:8]=[CH:9][CH:10]=2)[N:5]=[N:4][C:3]=1[C:13]([NH:15][CH2:16][CH2:17][CH3:18])=[O:14]. Given the reactants [NH2:1][C:2]1[C:11]2[C:6](=[C:7](Br)[CH:8]=[CH:9][CH:10]=2)[N:5]=[N:4][C:3]=1[C:13]([NH:15][CH2:16][CH2:17][CH3:18])=[O:14].[CH3:19][S:20]([C:23]1[CH:24]=[C:25](B(O)O)[CH:26]=[CH:27][CH:28]=1)(=[O:22])=[O:21], predict the reaction product. (5) Given the reactants [F:1][C:2]1[C:30]([N:31]2[CH2:36][CH2:35][NH:34][CH2:33][CH2:32]2)=[CH:29][C:5]2[N:6]([CH2:17][C:18]3[CH:23]=[CH:22][C:21]([O:24][C:25]([F:28])([F:27])[F:26])=[CH:20][CH:19]=3)[C:7]([CH2:9][O:10][C:11]3[CH:16]=[CH:15][CH:14]=[CH:13][CH:12]=3)=[N:8][C:4]=2[CH:3]=1.[C:37](Cl)(=[O:39])[CH3:38], predict the reaction product. The product is: [F:1][C:2]1[C:30]([N:31]2[CH2:36][CH2:35][N:34]([C:37](=[O:39])[CH3:38])[CH2:33][CH2:32]2)=[CH:29][C:5]2[N:6]([CH2:17][C:18]3[CH:19]=[CH:20][C:21]([O:24][C:25]([F:26])([F:27])[F:28])=[CH:22][CH:23]=3)[C:7]([CH2:9][O:10][C:11]3[CH:12]=[CH:13][CH:14]=[CH:15][CH:16]=3)=[N:8][C:4]=2[CH:3]=1. (6) Given the reactants [Br:1][C:2]1[CH:3]=[C:4]([C:8]([C:16]2[C:17]([C:22]#[N:23])=[N:18][CH:19]=[CH:20][CH:21]=2)=[N:9]S(C(C)(C)C)=O)[CH:5]=[CH:6][CH:7]=1.Br[C:25]1[CH:30]=[CH:29][C:28]([O:31][CH:32]([F:34])[F:33])=[C:27]([F:35])[CH:26]=1, predict the reaction product. The product is: [Br:1][C:2]1[CH:3]=[C:4]([C:8]2([C:25]3[CH:30]=[CH:29][C:28]([O:31][CH:32]([F:34])[F:33])=[C:27]([F:35])[CH:26]=3)[C:16]3[C:17](=[N:18][CH:19]=[CH:20][CH:21]=3)[C:22]([NH2:23])=[N:9]2)[CH:5]=[CH:6][CH:7]=1.